From a dataset of Catalyst prediction with 721,799 reactions and 888 catalyst types from USPTO. Predict which catalyst facilitates the given reaction. (1) Reactant: [CH2:1]([O:3][C:4](=[O:12])[C:5]1[CH:10]=[CH:9][C:8]([NH2:11])=[CH:7][CH:6]=1)[CH3:2].[Br:13][C:14]1[CH:15]=[C:16]([CH:19]=[CH:20][CH:21]=1)[CH:17]=O. Product: [CH2:1]([O:3][C:4](=[O:12])[C:5]1[CH:10]=[CH:9][C:8]([N:11]=[CH:17][C:16]2[CH:19]=[CH:20][CH:21]=[C:14]([Br:13])[CH:15]=2)=[CH:7][CH:6]=1)[CH3:2]. The catalyst class is: 8. (2) Reactant: C(N(CC)CC)C.[CH2:8]([O:15][C:16]1[CH:21]=[CH:20][C:19]([OH:22])=[C:18]([O:23][CH:24]([CH3:26])[CH3:25])[CH:17]=1)[C:9]1[CH:14]=[CH:13][CH:12]=[CH:11][CH:10]=1.[C:27](Cl)(=[O:34])[C:28]1[CH:33]=[CH:32][CH:31]=[CH:30][CH:29]=1.C1(C)C=CC=CC=1. Product: [C:27]([O:22][C:19]1[CH:20]=[CH:21][C:16]([O:15][CH2:8][C:9]2[CH:10]=[CH:11][CH:12]=[CH:13][CH:14]=2)=[CH:17][C:18]=1[O:23][CH:24]([CH3:26])[CH3:25])(=[O:34])[C:28]1[CH:33]=[CH:32][CH:31]=[CH:30][CH:29]=1. The catalyst class is: 2. (3) Reactant: [CH3:1][C:2]1([CH3:17])[CH2:7][CH2:6][CH2:5][CH:4]([S:8][C:9]2[N:14]=[CH:13][C:12]([C:15]#[N:16])=[CH:11][CH:10]=2)[CH2:3]1.N. Product: [NH2:16][CH2:15][C:12]1[CH:13]=[N:14][C:9]([S:8][CH:4]2[CH2:5][CH2:6][CH2:7][C:2]([CH3:17])([CH3:1])[CH2:3]2)=[CH:10][CH:11]=1. The catalyst class is: 470. (4) Reactant: [C@@H:1]12[CH2:6][C@@H:5]1[CH2:4][NH:3][CH2:2]2.[CH3:7][C:8]1[CH:12]=[C:11]([CH3:13])[NH:10][C:9]=1[CH:14]=[O:15].[CH2:16]=O. Product: [C@@H:1]12[CH2:6][C@@H:5]1[CH2:4][N:3]([CH2:16][CH:12]1[C:11]([CH3:13])=[N:10][C:9]([CH:14]=[O:15])=[C:8]1[CH3:7])[CH2:2]2. The catalyst class is: 86. (5) Reactant: [CH:1]#[C:2][CH2:3][CH2:4][CH2:5][CH2:6][CH2:7][CH2:8][CH2:9][CH2:10][CH2:11][CH3:12].[I:13]I.Cl. Product: [I:13]/[CH:1]=[CH:2]/[CH2:3][CH2:4][CH2:5][CH2:6][CH2:7][CH2:8][CH2:9][CH2:10][CH2:11][CH3:12]. The catalyst class is: 1.